From a dataset of Reaction yield outcomes from USPTO patents with 853,638 reactions. Predict the reaction yield, written as a fraction of the theoretical maximum amount of product (1.0 means a 100% yield; for example, 0.34 means a 34% yield). (1) The reactants are [F:1][C:2]1[CH:7]=[C:6]([N+:8]([O-:10])=[O:9])[CH:5]=[CH:4][C:3]=1[OH:11].[H-].[Na+].[NH2:14][C:15]1[CH:20]=[C:19](Cl)[N:18]=[CH:17][N:16]=1.[OH-].[Na+]. The catalyst is CS(C)=O.C(OCC)C.CCCCCC. The product is [F:1][C:2]1[CH:7]=[C:6]([N+:8]([O-:10])=[O:9])[CH:5]=[CH:4][C:3]=1[O:11][C:19]1[N:18]=[CH:17][N:16]=[C:15]([NH2:14])[CH:20]=1. The yield is 0.160. (2) The reactants are Cl[C:2]1[CH:3]=[C:4]([C:14]([NH:16][CH2:17][C:18]2[C:19](=[O:26])[NH:20][C:21]([CH3:25])=[CH:22][C:23]=2[CH3:24])=[O:15])[C:5]2[CH:10]=[N:9][N:8]([CH:11]([CH3:13])[CH3:12])[C:6]=2[N:7]=1.CC1(C)C(C)(C)OB([C:35]2[CH:36]=[C:37]3[C:41](=[CH:42][CH:43]=2)[NH:40][N:39]=[CH:38]3)O1.C(=O)([O-])[O-].[Na+].[Na+]. The catalyst is Cl[Pd](Cl)([P](C1C=CC=CC=1)(C1C=CC=CC=1)C1C=CC=CC=1)[P](C1C=CC=CC=1)(C1C=CC=CC=1)C1C=CC=CC=1.CS(C)=O. The product is [CH3:24][C:23]1[CH:22]=[C:21]([CH3:25])[NH:20][C:19](=[O:26])[C:18]=1[CH2:17][NH:16][C:14]([C:4]1[C:5]2[CH:10]=[N:9][N:8]([CH:11]([CH3:13])[CH3:12])[C:6]=2[N:7]=[C:2]([C:35]2[CH:36]=[C:37]3[C:41](=[CH:42][CH:43]=2)[NH:40][N:39]=[CH:38]3)[CH:3]=1)=[O:15]. The yield is 0.480. (3) The reactants are [Cl:1][C:2]1[CH:3]=[C:4]([C:9]2[O:10][CH2:11][CH:12]([CH2:14][CH3:15])[N:13]=2)[CH:5]=[N:6][C:7]=1Cl.[CH3:16][S-:17].[Na+].O. The catalyst is C(O)(C)(C)C. The product is [Cl:1][C:2]1[CH:3]=[C:4]([C:9]2[O:10][CH2:11][CH:12]([CH2:14][CH3:15])[N:13]=2)[CH:5]=[N:6][C:7]=1[S:17][CH3:16]. The yield is 0.910. (4) The reactants are [CH3:1][C:2]1[C:3]([N+:13]([O-:15])=[O:14])=[C:4]2[C:9](=[CH:10][CH:11]=1)[CH:8]=[N+:7]([O-])[CH:6]=[CH:5]2.O=P(Cl)(Cl)[Cl:18]. The catalyst is ClCCCl. The product is [Cl:18][C:8]1[C:9]2[C:4](=[C:3]([N+:13]([O-:15])=[O:14])[C:2]([CH3:1])=[CH:11][CH:10]=2)[CH:5]=[CH:6][N:7]=1. The yield is 0.550. (5) The reactants are [CH3:1][C:2]1([CH3:23])[C:7]2[CH:8]=[C:9]([C:12]3[CH:13]=[C:14]([C:17]#[N:18])[S:15][CH:16]=3)[CH:10]=[CH:11][C:6]=2[NH:5][CH:4]([C:19]([F:22])([F:21])[F:20])[O:3]1.[H-].[Na+].[C:26](Cl)(=[O:28])[CH3:27]. The catalyst is CN(C=O)C.[Cl-].[Na+].O. The product is [C:26]([N:5]1[C:6]2[CH:11]=[CH:10][C:9]([C:12]3[CH:13]=[C:14]([C:17]#[N:18])[S:15][CH:16]=3)=[CH:8][C:7]=2[C:2]([CH3:23])([CH3:1])[O:3][CH:4]1[C:19]([F:22])([F:20])[F:21])(=[O:28])[CH3:27]. The yield is 0.360.